This data is from Full USPTO retrosynthesis dataset with 1.9M reactions from patents (1976-2016). The task is: Predict the reactants needed to synthesize the given product. Given the product [Cl:16][C:8]1[CH:9]=[C:10]([C:13](=[O:15])[CH3:14])[CH:11]=[CH:12][C:7]=1[CH2:6][CH2:5][OH:4], predict the reactants needed to synthesize it. The reactants are: C([O:4][CH2:5][CH2:6][C:7]1[CH:12]=[CH:11][C:10]([C:13](=[O:15])[CH3:14])=[CH:9][C:8]=1[Cl:16])(=O)C.Cl.